From a dataset of Full USPTO retrosynthesis dataset with 1.9M reactions from patents (1976-2016). Predict the reactants needed to synthesize the given product. Given the product [CH3:1][O:2][C:3]1[CH:4]=[C:5]2[C:9](=[CH:10][C:11]=1[O:12][CH3:13])[N:8]([CH3:14])[CH:7]=[C:6]2[C:15]1[NH:37][C:18]2=[N:19][CH:20]=[CH:21][C:22]([CH2:23][NH:24][C:25]3[CH:30]=[CH:29][C:28]([N:31]4[CH2:32][CH2:33][CH2:34][CH2:35][CH2:36]4)=[CH:27][CH:26]=3)=[C:17]2[CH:16]=1, predict the reactants needed to synthesize it. The reactants are: [CH3:1][O:2][C:3]1[CH:4]=[C:5]2[C:9](=[CH:10][C:11]=1[O:12][CH3:13])[N:8]([CH3:14])[CH:7]=[C:6]2[C:15]1[N:37](S(C2C=CC(C)=CC=2)(=O)=O)[C:18]2=[N:19][CH:20]=[CH:21][C:22]([CH2:23][NH:24][C:25]3[CH:30]=[CH:29][C:28]([N:31]4[CH2:36][CH2:35][CH2:34][CH2:33][CH2:32]4)=[CH:27][CH:26]=3)=[C:17]2[CH:16]=1.[OH-].[K+].